Dataset: NCI-60 drug combinations with 297,098 pairs across 59 cell lines. Task: Regression. Given two drug SMILES strings and cell line genomic features, predict the synergy score measuring deviation from expected non-interaction effect. (1) Drug 1: CC(C1=C(C=CC(=C1Cl)F)Cl)OC2=C(N=CC(=C2)C3=CN(N=C3)C4CCNCC4)N. Drug 2: COCCOC1=C(C=C2C(=C1)C(=NC=N2)NC3=CC=CC(=C3)C#C)OCCOC.Cl. Cell line: CCRF-CEM. Synergy scores: CSS=33.9, Synergy_ZIP=4.97, Synergy_Bliss=2.10, Synergy_Loewe=0.894, Synergy_HSA=0.898. (2) Drug 1: CC(C1=C(C=CC(=C1Cl)F)Cl)OC2=C(N=CC(=C2)C3=CN(N=C3)C4CCNCC4)N. Drug 2: C1=NC2=C(N1)C(=S)N=CN2. Cell line: MCF7. Synergy scores: CSS=13.1, Synergy_ZIP=-6.18, Synergy_Bliss=-10.0, Synergy_Loewe=-19.5, Synergy_HSA=-9.24. (3) Drug 1: CC1=C(C=C(C=C1)NC(=O)C2=CC=C(C=C2)CN3CCN(CC3)C)NC4=NC=CC(=N4)C5=CN=CC=C5. Drug 2: C1=CC=C(C=C1)NC(=O)CCCCCCC(=O)NO. Cell line: U251. Synergy scores: CSS=2.33, Synergy_ZIP=-4.34, Synergy_Bliss=-8.14, Synergy_Loewe=-7.73, Synergy_HSA=-7.61. (4) Drug 1: COC1=C(C=C2C(=C1)N=CN=C2NC3=CC(=C(C=C3)F)Cl)OCCCN4CCOCC4. Drug 2: CCN(CC)CCNC(=O)C1=C(NC(=C1C)C=C2C3=C(C=CC(=C3)F)NC2=O)C. Cell line: MOLT-4. Synergy scores: CSS=16.9, Synergy_ZIP=-2.56, Synergy_Bliss=5.44, Synergy_Loewe=7.02, Synergy_HSA=7.05. (5) Drug 1: CC=C1C(=O)NC(C(=O)OC2CC(=O)NC(C(=O)NC(CSSCCC=C2)C(=O)N1)C(C)C)C(C)C. Drug 2: C(CCl)NC(=O)N(CCCl)N=O. Cell line: MCF7. Synergy scores: CSS=46.8, Synergy_ZIP=-5.40, Synergy_Bliss=-6.18, Synergy_Loewe=-73.8, Synergy_HSA=-4.32. (6) Drug 1: C1=CC(=C2C(=C1NCCNCCO)C(=O)C3=C(C=CC(=C3C2=O)O)O)NCCNCCO. Drug 2: C1C(C(OC1N2C=NC3=C2NC=NCC3O)CO)O. Cell line: MCF7. Synergy scores: CSS=26.1, Synergy_ZIP=-5.63, Synergy_Bliss=-4.50, Synergy_Loewe=-13.4, Synergy_HSA=-3.01.